Dataset: Forward reaction prediction with 1.9M reactions from USPTO patents (1976-2016). Task: Predict the product of the given reaction. (1) The product is: [Cl:14][C:15]1[CH:20]=[CH:19][C:18]([O:21][C:22]2[CH:23]=[C:24]([CH2:25][NH:26][C:4](=[O:6])[C:3]3[CH:7]=[CH:8][C:9]([CH2:11][O:12][CH3:13])=[N:10][C:2]=3[NH2:1])[CH:27]=[CH:28][CH:29]=2)=[CH:17][CH:16]=1. Given the reactants [NH2:1][C:2]1[N:10]=[C:9]([CH2:11][O:12][CH3:13])[CH:8]=[CH:7][C:3]=1[C:4]([OH:6])=O.[Cl:14][C:15]1[CH:20]=[CH:19][C:18]([O:21][C:22]2[CH:23]=[C:24]([CH:27]=[CH:28][CH:29]=2)[CH2:25][NH2:26])=[CH:17][CH:16]=1.C(N(CC)CC)C.CN([P+](ON1N=NC2C=CC=CC1=2)(N(C)C)N(C)C)C.F[P-](F)(F)(F)(F)F, predict the reaction product. (2) Given the reactants C([O:8][C:9](=[O:28])[C@@H:10]([NH:14][C:15](=[O:27])[C@@H:16]([N:18]([C:20]([O:22][C:23]([CH3:26])([CH3:25])[CH3:24])=[O:21])[CH3:19])[CH3:17])[CH:11]([CH3:13])[CH3:12])C1C=CC=CC=1.[OH-].[Li+], predict the reaction product. The product is: [C:23]([O:22][C:20]([N:18]([CH3:19])[C@@H:16]([CH3:17])[C:15]([NH:14][C@@H:10]([CH:11]([CH3:12])[CH3:13])[C:9]([OH:28])=[O:8])=[O:27])=[O:21])([CH3:26])([CH3:25])[CH3:24]. (3) Given the reactants [CH3:1][C:2]1[NH:3][C:4]2[C:9]([CH:10]=1)=[CH:8][CH:7]=[CH:6][C:5]=2[OH:11].CC(C)=O.[CH2:16](Br)[C:17]1[CH:22]=[CH:21][CH:20]=[CH:19][CH:18]=1.C([O-])([O-])=O.[Cs+].[Cs+], predict the reaction product. The product is: [CH3:1][C:2]1[NH:3][C:4]2[C:9]([CH:10]=1)=[CH:8][CH:7]=[CH:6][C:5]=2[O:11][CH2:16][C:17]1[CH:22]=[CH:21][CH:20]=[CH:19][CH:18]=1.